Dataset: Catalyst prediction with 721,799 reactions and 888 catalyst types from USPTO. Task: Predict which catalyst facilitates the given reaction. (1) Reactant: [H-].[Na+].[F:3][C:4]([F:8])([F:7])[CH2:5][OH:6].F[C:10]1[C:18]([CH3:19])=[CH:17][C:13]([C:14]([OH:16])=[O:15])=[CH:12][N:11]=1.Cl. Product: [CH3:19][C:18]1[C:10]([O:6][CH2:5][C:4]([F:8])([F:7])[F:3])=[N:11][CH:12]=[C:13]([CH:17]=1)[C:14]([OH:16])=[O:15]. The catalyst class is: 287. (2) Reactant: [C:1]([C:4]1[N:5]=[C:6]2[N:11]=[C:10]([CH3:12])[C:9]([CH2:13][NH:14][C:15](=[O:21])[O:16][C:17]([CH3:20])([CH3:19])[CH3:18])=[C:8]([C:22]3[CH:27]=[CH:26][C:25]([Cl:28])=[CH:24][C:23]=3[Cl:29])[N:7]2[CH:30]=1)(=O)[NH2:2].COC1C=CC(P2(SP(C3C=CC(OC)=CC=3)(=S)S2)=[S:40])=CC=1.O. Product: [C:1]([C:4]1[N:5]=[C:6]2[N:11]=[C:10]([CH3:12])[C:9]([CH2:13][NH:14][C:15](=[O:21])[O:16][C:17]([CH3:20])([CH3:19])[CH3:18])=[C:8]([C:22]3[CH:27]=[CH:26][C:25]([Cl:28])=[CH:24][C:23]=3[Cl:29])[N:7]2[CH:30]=1)(=[S:40])[NH2:2]. The catalyst class is: 1. (3) Reactant: [CH2:1]1[O:32][C:31]2[CH:30]=[CH:29][C:5]([CH2:6][N:7]([S:15]([C:18]3[C:23]([CH3:24])=[CH:22][C:21]([O:25][CH3:26])=[C:20]([CH3:27])[C:19]=3[CH3:28])(=[O:17])=[O:16])[C@H:8]([CH:12]([CH3:14])[CH3:13])[C:9](O)=[O:10])=[CH:4][C:3]=2[O:2]1.C(Cl)(=O)C(Cl)=O.CN(C)C=O.C[Si](C)(C)[NH:46][O:47][Si](C)(C)C. Product: [OH:47][NH:46][C:9](=[O:10])[C@H:8]([N:7]([CH2:6][C:5]1[CH:29]=[CH:30][C:31]2[O:32][CH2:1][O:2][C:3]=2[CH:4]=1)[S:15]([C:18]1[C:23]([CH3:24])=[CH:22][C:21]([O:25][CH3:26])=[C:20]([CH3:27])[C:19]=1[CH3:28])(=[O:17])=[O:16])[CH:12]([CH3:14])[CH3:13]. The catalyst class is: 61. (4) Reactant: [Br:1][C:2]1[CH:7]=[CH:6][C:5](F)=[CH:4][C:3]=1[O:9][CH3:10].[CH3:11][S-:12].[Na+].CI.O. Product: [Br:1][C:2]1[CH:7]=[CH:6][C:5]([S:12][CH3:11])=[CH:4][C:3]=1[O:9][CH3:10]. The catalyst class is: 3. (5) Reactant: [CH3:1][O:2][C:3](=[O:17])/[CH:4]=[C:5](\[NH2:16])/[CH2:6][C:7]1[CH:12]=[C:11]([F:13])[C:10]([F:14])=[CH:9][C:8]=1[F:15].[CH3:18][C:19]([O:22][C:23](O[C:23]([O:22][C:19]([CH3:21])([CH3:20])[CH3:18])=[O:24])=[O:24])([CH3:21])[CH3:20]. Product: [CH3:1][O:2][C:3](=[O:17])/[CH:4]=[C:5](\[NH:16][C:23]([O:22][C:19]([CH3:21])([CH3:20])[CH3:18])=[O:24])/[CH2:6][C:7]1[CH:12]=[C:11]([F:13])[C:10]([F:14])=[CH:9][C:8]=1[F:15]. The catalyst class is: 840. (6) Reactant: [CH:1]1[C:13]2[CH:12]([CH2:14][O:15][C:16](=[O:34])[NH:17][CH:18]([CH:28]3[CH2:33][CH2:32][NH:31][CH2:30][CH2:29]3)[CH2:19][C:20]3[CH:25]=[C:24]([F:26])[CH:23]=[CH:22][C:21]=3[F:27])[C:11]3[C:6](=[CH:7][CH:8]=[CH:9][CH:10]=3)[C:5]=2[CH:4]=[CH:3][CH:2]=1.C(N(C(C)C)CC)(C)C.[N:44]1[CH:49]=[CH:48][CH:47]=[N:46][C:45]=1[C:50](O)=[O:51].CN1CCOCC1. Product: [CH:10]1[C:11]2[CH:12]([CH2:14][O:15][C:16](=[O:34])[NH:17][CH:18]([CH:28]3[CH2:33][CH2:32][N:31]([C:50]([C:45]4[N:46]=[CH:47][CH:48]=[CH:49][N:44]=4)=[O:51])[CH2:30][CH2:29]3)[CH2:19][C:20]3[CH:25]=[C:24]([F:26])[CH:23]=[CH:22][C:21]=3[F:27])[C:13]3[C:5](=[CH:4][CH:3]=[CH:2][CH:1]=3)[C:6]=2[CH:7]=[CH:8][CH:9]=1. The catalyst class is: 9. (7) Reactant: [Cl:1][C:2]1[CH:6]=[C:5]([Cl:7])[N:4]([CH2:8][O:9][CH2:10][CH2:11][Si:12]([CH3:15])([CH3:14])[CH3:13])[C:3]=1[C:16]([OH:18])=O.C[N:20](C(ON1N=NC2C=CC=NC1=2)=[N+](C)C)C.F[P-](F)(F)(F)(F)F.CCN(C(C)C)C(C)C.N. Product: [Cl:1][C:2]1[CH:6]=[C:5]([Cl:7])[N:4]([CH2:8][O:9][CH2:10][CH2:11][Si:12]([CH3:15])([CH3:14])[CH3:13])[C:3]=1[C:16]([NH2:20])=[O:18]. The catalyst class is: 34. (8) Reactant: [Cr](O[Cr]([O-])(=O)=O)([O-])(=O)=O.[NH+]1C=CC=CC=1.[NH+]1C=CC=CC=1.[CH3:22][CH:23]([CH2:26][CH2:27][CH2:28][C:29]([CH3:32])([OH:31])[CH3:30])[CH2:24][OH:25].C1(C)C=CC(S([O-])(=O)=O)=CC=1.[NH+]1C=CC=CC=1. Product: [OH:31][C:29]([CH3:30])([CH3:32])[CH2:28][CH2:27][CH2:26][C@H:23]([CH3:22])[CH:24]=[O:25]. The catalyst class is: 2. (9) Reactant: [CH2:1]([CH:8]1[CH2:13][CH2:12][N:11]([CH2:14][CH2:15][NH:16][C:17]([C:19]2[C:24]([NH2:25])=[N:23][C:22]([NH2:26])=[C:21]([Cl:27])[N:20]=2)=[O:18])[CH2:10][CH2:9]1)[C:2]1[CH:7]=[CH:6][CH:5]=[CH:4][CH:3]=1.[CH3:28][I:29]. Product: [I-:29].[CH2:1]([CH:8]1[CH2:9][CH2:10][N+:11]([CH2:14][CH2:15][NH:16][C:17]([C:19]2[C:24]([NH2:25])=[N:23][C:22]([NH2:26])=[C:21]([Cl:27])[N:20]=2)=[O:18])([CH3:28])[CH2:12][CH2:13]1)[C:2]1[CH:3]=[CH:4][CH:5]=[CH:6][CH:7]=1. The catalyst class is: 21. (10) Reactant: C(N1CCN(C(C2C=C3C(=CC=2)NC(C(O)=O)=C3)=O)CC1)(C)C.[CH:24]1([N:29]2[CH2:34][CH2:33][N:32]([C:35]([C:37]3[CH:38]=[C:39]4[C:43](=[CH:44][CH:45]=3)[NH:42][C:41]([C:46]([N:48]3[CH2:53]CS(=O)(=O)CC3)=[O:47])=[CH:40]4)=[O:36])[CH2:31][CH2:30]2)[CH2:28]CC[CH2:25]1.[F:56][C:57]1(NC)[CH2:60][O:59][CH2:58]1.F[B-](F)(F)F.N1(OC(N(C)C)=[N+](C)C)C2C=CC=CC=2N=N1.C(N(CC)C(C)C)(C)C. Product: [F:56][C:57]1([CH2:53][NH:48][C:46]([C:41]2[NH:42][C:43]3[C:39]([CH:40]=2)=[CH:38][C:37]([C:35]([N:32]2[CH2:33][CH2:34][N:29]([CH:24]([CH3:25])[CH3:28])[CH2:30][CH2:31]2)=[O:36])=[CH:45][CH:44]=3)=[O:47])[CH2:60][O:59][CH2:58]1. The catalyst class is: 9.